Dataset: Retrosynthesis with 50K atom-mapped reactions and 10 reaction types from USPTO. Task: Predict the reactants needed to synthesize the given product. (1) Given the product CCN(CC)C(=O)c1ccc(NC(C)CN(C)C)c([N+](=O)[O-])c1, predict the reactants needed to synthesize it. The reactants are: CC(N)CN(C)C.CCN(CC)C(=O)c1ccc(F)c([N+](=O)[O-])c1. (2) Given the product CC(Oc1ccc(C#N)cn1)C1CN(Cc2ccccc2)CC1c1ccc(Cl)c(Cl)c1, predict the reactants needed to synthesize it. The reactants are: CC(O)C1CN(Cc2ccccc2)CC1c1ccc(Cl)c(Cl)c1.N#Cc1ccc(O)nc1. (3) The reactants are: C[Si](C)(C)CC(NC(=O)c1cccc(I)c1)C(=O)O.N#CC1(N)CC1. Given the product C[Si](C)(C)CC(NC(=O)c1cccc(I)c1)C(=O)NC1(C#N)CC1, predict the reactants needed to synthesize it. (4) Given the product COC(=O)c1c(NC(=O)C(C)(C)C)ccc2c1N(C(C)=O)C[C@@H]1OCC[C@H]21, predict the reactants needed to synthesize it. The reactants are: COC(=O)c1c(NC(=O)C(C)(C)C)ccc([C@H]2CCO[C@H]2COS(C)(=O)=O)c1NC(C)=O.